Task: Predict which catalyst facilitates the given reaction.. Dataset: Catalyst prediction with 721,799 reactions and 888 catalyst types from USPTO Reactant: [OH:1][CH2:2][CH:3]1[O:20][C:7]2([CH2:12][CH2:11][N:10]([C:13]([O:15][C:16]([CH3:19])([CH3:18])[CH3:17])=[O:14])[CH2:9][CH2:8]2)[CH2:6][NH:5][CH2:4]1.C([O-])([O-])=O.[K+].[K+].Br[CH2:28][C:29]#[C:30][CH3:31]. Product: [C:16]([O:15][C:13]([N:10]1[CH2:9][CH2:8][C:7]2([O:20][CH:3]([CH2:2][OH:1])[CH2:4][N:5]([CH2:28][C:29]#[C:30][CH3:31])[CH2:6]2)[CH2:12][CH2:11]1)=[O:14])([CH3:17])([CH3:19])[CH3:18]. The catalyst class is: 42.